Dataset: Forward reaction prediction with 1.9M reactions from USPTO patents (1976-2016). Task: Predict the product of the given reaction. (1) Given the reactants [CH3:1][C:2]1[C:3]([CH2:8][N:9]([CH2:16][C:17]2[C:22]([CH3:23])=[CH:21][CH:20]=[CH:19][N:18]=2)[CH:10]2[CH2:15][CH2:14][NH:13][CH2:12][CH2:11]2)=[N:4][CH:5]=[CH:6][CH:7]=1.Cl.[C:25](Cl)(=[O:32])[C:26]1[CH:31]=[CH:30][CH:29]=[N:28][CH:27]=1.CCN(C(C)C)C(C)C.[OH-].[Na+], predict the reaction product. The product is: [CH3:1][C:2]1[C:3]([CH2:8][N:9]([CH2:16][C:17]2[C:22]([CH3:23])=[CH:21][CH:20]=[CH:19][N:18]=2)[CH:10]2[CH2:15][CH2:14][N:13]([C:25]([C:26]3[CH:27]=[N:28][CH:29]=[CH:30][CH:31]=3)=[O:32])[CH2:12][CH2:11]2)=[N:4][CH:5]=[CH:6][CH:7]=1. (2) Given the reactants [CH3:1][O:2][C:3]1[CH:12]=[CH:11][C:6]([C:7]([O:9]C)=[O:8])=[CH:5][C:4]=1[C:13]#[C:14][C:15]1[CH:20]=[CH:19][CH:18]=[CH:17][N:16]=1.O.O.[OH-].[Li+], predict the reaction product. The product is: [CH3:1][O:2][C:3]1[CH:12]=[CH:11][C:6]([C:7]([OH:9])=[O:8])=[CH:5][C:4]=1[C:13]#[C:14][C:15]1[CH:20]=[CH:19][CH:18]=[CH:17][N:16]=1. (3) The product is: [ClH:24].[CH3:1][O:2][C:3]1[CH:4]=[C:5]([C:11]2([C:16]([O:18][CH3:19])=[O:17])[CH2:13][CH:12]2[CH2:14][NH:21][CH3:20])[CH:6]=[CH:7][C:8]=1[O:9][CH3:10]. Given the reactants [CH3:1][O:2][C:3]1[CH:4]=[C:5]([C:11]2([C:16]([O:18][CH3:19])=[O:17])[CH2:13][CH:12]2[CH:14]=O)[CH:6]=[CH:7][C:8]=1[O:9][CH3:10].[CH3:20][NH2:21].[BH4-].[Na+].[ClH:24], predict the reaction product. (4) Given the reactants C(N(CC)CC)C.[C:8]1(=[O:14])[O:13][C:11](=[O:12])[CH2:10][CH2:9]1.[N+:15]([C:18]1[CH:29]=[C:28]2[C:21]([NH:22][CH:23]=[C:24]2[CH2:25][CH2:26][NH2:27])=[CH:20][CH:19]=1)([O-])=O, predict the reaction product. The product is: [CH3:8][O:13][C:11]([NH:15][C:18]1[CH:29]=[C:28]2[C:21](=[CH:20][CH:19]=1)[NH:22][CH:23]=[C:24]2[CH2:25][CH2:26][NH:27][C:11](=[O:12])[CH2:10][CH2:9][C:8]([OH:13])=[O:14])=[O:12]. (5) Given the reactants Cl.[CH2:2]1[C:6]2([CH2:11][CH2:10][NH:9][CH2:8][CH2:7]2)[CH2:5][C@@H:4]([C:12]([O:14][CH2:15][CH3:16])=[O:13])[N:3]1[C:17]([O:19]CC1C=CC=CC=1)=[O:18].O(C(O[C:31]([CH3:34])([CH3:33])[CH3:32])=O)C(O[C:31]([CH3:34])([CH3:33])[CH3:32])=O.CC(O)=O, predict the reaction product. The product is: [CH2:2]1[C:6]2([CH2:11][CH2:10][NH:9][CH2:8][CH2:7]2)[CH2:5][C@@H:4]([C:12]([O:14][CH2:15][CH3:16])=[O:13])[N:3]1[C:17]([O:19][C:31]([CH3:34])([CH3:33])[CH3:32])=[O:18].